Dataset: Forward reaction prediction with 1.9M reactions from USPTO patents (1976-2016). Task: Predict the product of the given reaction. Given the reactants C[O:2][C:3]1[C:17]2[C:12](=[CH:13][CH:14]=[CH:15][CH:16]=2)[NH:11][C:10]2[C:5](=[CH:6][CH:7]=[CH:8][CH:9]=2)[CH:4]=1.ClC1C=CC(C(O)=O)=CC=1.[O-:28][C:29]#[N:30].[Na+], predict the reaction product. The product is: [CH:7]1[CH:8]=[CH:9][C:10]2[N:11]([C:29]([NH2:30])=[O:28])[C:12]3[CH:13]=[CH:14][CH:15]=[CH:16][C:17]=3[C:3](=[O:2])[CH2:4][C:5]=2[CH:6]=1.